This data is from Full USPTO retrosynthesis dataset with 1.9M reactions from patents (1976-2016). The task is: Predict the reactants needed to synthesize the given product. (1) The reactants are: [CH2:1]([N:3]([CH2:36][CH3:37])[CH2:4][CH2:5][CH2:6][NH:7][C:8]1[N:9]=[C:10]([C:27]2[CH:28]=[C:29]([CH:33]=[CH:34][CH:35]=2)[C:30](O)=[O:31])[C:11]2[CH:17]=[CH:16][C:15](=[O:18])[N:14]([C:19]3[C:24]([F:25])=[CH:23][CH:22]=[CH:21][C:20]=3[F:26])[C:12]=2[N:13]=1)[CH3:2].CN(C(ON1N=NC2C=CC=CC1=2)=[N+](C)C)C.F[P-](F)(F)(F)(F)F.C(N(CC)CC)C.[F:69][C:70]1[CH:76]=[CH:75][C:73]([NH2:74])=[CH:72][CH:71]=1. Given the product [CH2:36]([N:3]([CH2:1][CH3:2])[CH2:4][CH2:5][CH2:6][NH:7][C:8]1[N:9]=[C:10]([C:27]2[CH:28]=[C:29]([CH:33]=[CH:34][CH:35]=2)[C:30]([NH:74][C:73]2[CH:75]=[CH:76][C:70]([F:69])=[CH:71][CH:72]=2)=[O:31])[C:11]2[CH:17]=[CH:16][C:15](=[O:18])[N:14]([C:19]3[C:24]([F:25])=[CH:23][CH:22]=[CH:21][C:20]=3[F:26])[C:12]=2[N:13]=1)[CH3:37], predict the reactants needed to synthesize it. (2) Given the product [CH3:58][O:59][C:60]([NH:62][C@@H:63]([CH:67]([CH3:69])[CH3:68])[C:64]([N:11]1[C@@H:15]([CH3:16])[CH2:14][CH2:13][C@H:12]1[C:17]1[NH:18][C:19]([C:22]2[CH:35]=[C:34]3[O:36][CH2:37][C:31]4[C:32]5[C:33]3=[C:24]([CH2:25][O:26][C:27]=5[CH:28]=[C:29]([C:38]3[NH:42][C:41]([C@@H:43]5[CH2:47][C@H:46]([CH2:48][O:49][CH3:50])[CH2:45][N:44]5[C:51]([O:53][C:54]([CH3:56])([CH3:55])[CH3:57])=[O:52])=[N:40][CH:39]=3)[CH:30]=4)[CH:23]=2)=[CH:20][N:21]=1)=[O:65])=[O:61], predict the reactants needed to synthesize it. The reactants are: C(OC([N:11]1[C@@H:15]([CH3:16])[CH2:14][CH2:13][C@H:12]1[C:17]1[NH:18][C:19]([C:22]2[CH:35]=[C:34]3[O:36][CH2:37][C:31]4[C:32]5[C:33]3=[C:24]([CH2:25][O:26][C:27]=5[CH:28]=[C:29]([C:38]3[NH:42][C:41]([C@@H:43]5[CH2:47][C@H:46]([CH2:48][O:49][CH3:50])[CH2:45][N:44]5[C:51]([O:53][C:54]([CH3:57])([CH3:56])[CH3:55])=[O:52])=[N:40][CH:39]=3)[CH:30]=4)[CH:23]=2)=[CH:20][N:21]=1)=O)C1C=CC=CC=1.[CH3:58][O:59][C:60]([NH:62][C@@H:63]([CH:67]([CH3:69])[CH3:68])[C:64](O)=[O:65])=[O:61].CN(C(ON1N=NC2C=CC=NC1=2)=[N+](C)C)C.F[P-](F)(F)(F)(F)F.CN1CCOCC1.